Task: Predict the product of the given reaction.. Dataset: Forward reaction prediction with 1.9M reactions from USPTO patents (1976-2016) (1) Given the reactants [Cl:1][C:2]1[CH:3]=[C:4]([C:8]2[CH:17]=[C:16]([CH:18]=O)[C:15]([O:20][CH3:21])=[C:14]3[C:9]=2[CH:10]=[N:11][C:12]([NH:22][CH3:23])=[N:13]3)[CH:5]=[CH:6][CH:7]=1.Cl.[NH2:25][CH2:26][C:27]([OH:29])=[O:28].C(O[BH-](OC(=O)C)OC(=O)C)(=O)C.[Na+].Cl, predict the reaction product. The product is: [ClH:1].[C:27]([CH2:26][NH:25][CH2:18][C:16]1[C:15]([O:20][CH3:21])=[C:14]2[C:9]([CH:10]=[N:11][C:12]([NH:22][CH3:23])=[N:13]2)=[C:8]([C:4]2[CH:5]=[CH:6][CH:7]=[C:2]([Cl:1])[CH:3]=2)[CH:17]=1)([OH:29])=[O:28]. (2) The product is: [OH:8][CH2:7][CH2:6][C@@H:5]([CH3:10])[CH2:4][C:3]([O:2][CH3:1])=[O:11]. Given the reactants [CH3:1][O:2][C:3](=[O:11])[CH2:4][C@H:5]([CH3:10])[CH2:6][C:7](O)=[O:8].S(C)C, predict the reaction product. (3) The product is: [Cl:1][C:2]1[C:7]2[C:8]([CH2:11][C:12]([NH2:39])=[O:13])=[CH:9][S:10][C:6]=2[CH:5]=[C:4]([O:15][CH2:16][C:17]2[N:21]([CH3:22])[N:20]=[C:19]([C:23]([F:25])([F:26])[F:24])[CH:18]=2)[CH:3]=1. Given the reactants [Cl:1][C:2]1[C:7]2[C:8]([CH2:11][C:12](O)=[O:13])=[CH:9][S:10][C:6]=2[CH:5]=[C:4]([O:15][CH2:16][C:17]2[N:21]([CH3:22])[N:20]=[C:19]([C:23]([F:26])([F:25])[F:24])[CH:18]=2)[CH:3]=1.C1COCC1.C(Cl)(=O)C(Cl)=O.C[N:39](C=O)C, predict the reaction product. (4) Given the reactants [CH3:1][C:2]1([CH3:9])[NH:6][C:5](=[O:7])[NH:4][C:3]1=[O:8].[CH3:10][O:11][C:12]1[CH:19]=[CH:18][C:15]([CH2:16]Cl)=[CH:14][CH:13]=1, predict the reaction product. The product is: [CH3:10][O:11][C:12]1[CH:19]=[CH:18][C:15]([CH2:16][N:4]2[C:3](=[O:8])[C:2]([CH3:9])([CH3:1])[NH:6][C:5]2=[O:7])=[CH:14][CH:13]=1.